Dataset: Reaction yield outcomes from USPTO patents with 853,638 reactions. Task: Predict the reaction yield, written as a fraction of the theoretical maximum amount of product (1.0 means a 100% yield; for example, 0.34 means a 34% yield). The reactants are [Cl:1][C:2]1[C:3]([N:18]2[CH2:23][CH2:22][CH2:21][C@@H:20]([NH:24]C(=O)OC(C)(C)C)[CH2:19]2)=[C:4]2[C:10]([NH:11][C:12](=[O:17])[C:13]([OH:16])([CH3:15])[CH3:14])=[CH:9][NH:8][C:5]2=[N:6][CH:7]=1. The catalyst is FC(F)(F)C(O)=O. The product is [ClH:1].[NH2:24][C@@H:20]1[CH2:21][CH2:22][CH2:23][N:18]([C:3]2[C:2]([Cl:1])=[CH:7][N:6]=[C:5]3[NH:8][CH:9]=[C:10]([NH:11][C:12](=[O:17])[C:13]([OH:16])([CH3:14])[CH3:15])[C:4]=23)[CH2:19]1. The yield is 0.500.